Dataset: Reaction yield outcomes from USPTO patents with 853,638 reactions. Task: Predict the reaction yield, written as a fraction of the theoretical maximum amount of product (1.0 means a 100% yield; for example, 0.34 means a 34% yield). (1) The reactants are [N:1]1[CH:6]=[CH:5][C:4]([N:7]2[CH2:12][CH2:11][CH:10]([OH:13])[CH2:9][CH2:8]2)=[CH:3][CH:2]=1.CS(O)(=O)=O.N1C2C(=CC=CC=2)C=CC=1.[C:29](Cl)(Cl)=[O:30].C1(C)C=CC=CC=1.[CH3:40][O:41][C:42]1[CH:47]=[CH:46][C:45]([NH:48][C:49](=[O:57])[C:50]2[CH:55]=[CH:54][CH:53]=[CH:52][C:51]=2[NH2:56])=[CH:44][CH:43]=1. The catalyst is C(Cl)Cl. The product is [CH3:40][O:41][C:42]1[CH:43]=[CH:44][C:45]([NH:48][C:49](=[O:57])[C:50]2[CH:55]=[CH:54][CH:53]=[CH:52][C:51]=2[NH:56][C:29]([O:13][CH:10]2[CH2:11][CH2:12][N:7]([C:4]3[CH:5]=[CH:6][N:1]=[CH:2][CH:3]=3)[CH2:8][CH2:9]2)=[O:30])=[CH:46][CH:47]=1. The yield is 0.460. (2) The reactants are [CH3:1][O:2][C:3]1[C:8]([C:9]([NH:11][CH3:12])=[O:10])=[C:7]([CH3:13])[N:6]=[C:5]([O:14][CH3:15])[CH:4]=1.[Li]CCCC.[CH2:21]([O:28][C:29]1[C:36]([CH3:37])=[CH:35][C:32](C#N)=[CH:31][C:30]=1[CH3:38])[C:22]1[CH:27]=[CH:26][CH:25]=[CH:24][CH:23]=1. The catalyst is C1COCC1. The product is [CH2:21]([O:28][C:29]1[C:36]([CH3:37])=[CH:35][C:32]([C:12]2[NH:11][C:9](=[O:10])[C:8]3[C:3]([O:2][CH3:1])=[CH:4][C:5]([O:14][CH3:15])=[N:6][C:7]=3[CH:13]=2)=[CH:31][C:30]=1[CH3:38])[C:22]1[CH:23]=[CH:24][CH:25]=[CH:26][CH:27]=1. The yield is 0.370. (3) The reactants are [CH2:1]([C@@H:5]1[NH:10][CH2:9][C@H:8]([CH2:11][CH:12]([CH3:14])[CH3:13])[NH:7][C:6]1=[O:15])[CH:2]([CH3:4])[CH3:3].[F:16][C:17]([F:34])([F:33])[O:18][C:19]1[CH:24]=[CH:23][C:22]([C:25]2[O:29][N:28]=[C:27]([C:30](O)=[O:31])[CH:26]=2)=[CH:21][CH:20]=1.C([C@@H]1N(C(=O)/C=C/C2C=CC=CC=2)C[C@H](CC(C)C)NC1=O)C(C)C. No catalyst specified. The product is [CH2:1]([C@@H:5]1[N:10]([C:30]([C:27]2[CH:26]=[C:25]([C:22]3[CH:21]=[CH:20][C:19]([O:18][C:17]([F:34])([F:16])[F:33])=[CH:24][CH:23]=3)[O:29][N:28]=2)=[O:31])[CH2:9][C@H:8]([CH2:11][CH:12]([CH3:14])[CH3:13])[NH:7][C:6]1=[O:15])[CH:2]([CH3:4])[CH3:3]. The yield is 0.520.